Dataset: Full USPTO retrosynthesis dataset with 1.9M reactions from patents (1976-2016). Task: Predict the reactants needed to synthesize the given product. (1) Given the product [CH2:1]([O:3][C:4](=[O:31])[CH2:5][CH2:6][CH2:7][CH2:8][CH2:9][CH2:10][N:11]([S:27]([CH3:30])(=[O:28])=[O:29])[CH2:12][C:13]1[CH:14]=[CH:15][C:16]([CH2:19][CH2:20][C:21]2[CH:26]=[CH:25][CH:24]=[CH:23][CH:22]=2)=[CH:17][CH:18]=1)[CH3:2], predict the reactants needed to synthesize it. The reactants are: [CH2:1]([O:3][C:4](=[O:31])[CH2:5][CH2:6][CH2:7][CH2:8][CH2:9][CH2:10][N:11]([S:27]([CH3:30])(=[O:29])=[O:28])[CH2:12][C:13]1[CH:18]=[CH:17][C:16](/[CH:19]=[CH:20]/[C:21]2[CH:26]=[CH:25][CH:24]=[CH:23][CH:22]=2)=[CH:15][CH:14]=1)[CH3:2]. (2) Given the product [NH2:18][CH2:17][C:11]1([CH2:10][C:9]([OH:19])=[O:8])[CH2:16][CH2:15][CH2:14][CH2:13][CH2:12]1, predict the reactants needed to synthesize it. The reactants are: C([O:8][C:9](=[O:19])[CH2:10][C:11]1([C:17]#[N:18])[CH:16]=[CH:15][CH2:14][CH:13]=[CH:12]1)C1C=CC=CC=1.[NH4+].[OH-].